Dataset: Catalyst prediction with 721,799 reactions and 888 catalyst types from USPTO. Task: Predict which catalyst facilitates the given reaction. (1) Reactant: [C:1]1([CH2:7][O:8][C:9]2[CH:14]=[CH:13][C:12]([O:15][CH2:16][C@@H:17]3[CH2:21][CH2:20][CH2:19][N:18]3C(OC(C)(C)C)=O)=[CH:11][C:10]=2[C:29]([NH:31][C:32]2[CH:33]=[N:34][CH:35]=[CH:36][CH:37]=2)=[O:30])[CH:6]=[CH:5][CH:4]=[CH:3][CH:2]=1.FC(F)(F)C(O)=O.C([O-])(O)=O.[Na+]. Product: [C:1]1([CH2:7][O:8][C:9]2[CH:14]=[CH:13][C:12]([O:15][CH2:16][C@@H:17]3[CH2:21][CH2:20][CH2:19][NH:18]3)=[CH:11][C:10]=2[C:29]([NH:31][C:32]2[CH:33]=[N:34][CH:35]=[CH:36][CH:37]=2)=[O:30])[CH:2]=[CH:3][CH:4]=[CH:5][CH:6]=1. The catalyst class is: 4. (2) Reactant: [N+:1]([C:4]1[CH:12]=[CH:11][CH:10]=[C:9]2[C:5]=1[CH:6]=[N:7][NH:8]2)([O-:3])=[O:2].C(=O)([O-])[O-].[K+].[K+].CN(C=O)C. Product: [CH2:6]([N:8]1[C:9]2[C:5](=[C:4]([N+:1]([O-:3])=[O:2])[CH:12]=[CH:11][CH:10]=2)[CH:6]=[N:7]1)[C:5]1[CH:9]=[CH:10][CH:11]=[CH:12][CH:4]=1. The catalyst class is: 6. (3) Reactant: N[C:2]1[CH:3]=[C:4]2[C:8](=[CH:9][CH:10]=1)[NH:7][N:6]=[CH:5]2.Cl.N([O-])=O.[Na+].C(=O)([O-])[O-].[Na+].[Na+].[Cu][C:23]#[N:24].[C-]#N.[Na+]. Product: [NH:7]1[C:8]2[C:4](=[CH:3][C:2]([C:23]#[N:24])=[CH:10][CH:9]=2)[CH:5]=[N:6]1. The catalyst class is: 69. (4) Reactant: C[O:2][C:3](=[O:35])[CH:4]([NH:24][C:25](=[O:34])[C:26]1[C:31]([Cl:32])=[CH:30][CH:29]=[CH:28][C:27]=1[Cl:33])[CH2:5]/[CH:6]=[CH:7]/[C:8]1[CH:13]=[CH:12][C:11]([N:14]([CH:21]([CH3:23])[CH3:22])[C:15]2[N:20]=[CH:19][CH:18]=[CH:17][N:16]=2)=[CH:10][CH:9]=1.O. Product: [Cl:33][C:27]1[CH:28]=[CH:29][CH:30]=[C:31]([Cl:32])[C:26]=1[C:25]([NH:24][CH:4]([CH2:5]/[CH:6]=[CH:7]/[C:8]1[CH:9]=[CH:10][C:11]([N:14]([CH:21]([CH3:23])[CH3:22])[C:15]2[N:16]=[CH:17][CH:18]=[CH:19][N:20]=2)=[CH:12][CH:13]=1)[C:3]([OH:35])=[O:2])=[O:34]. The catalyst class is: 464. (5) Reactant: [C:1]([O:5][C:6]([N:8]1[C:16]2[C:11](=[CH:12][CH:13]=[C:14]([O:17][Si](C(C)(C)C)(C)C)[CH:15]=2)[CH:10]=[C:9]1[C:25]1[C:26]2[S:39][C:38]([C:40]3[CH:45]=[CH:44][CH:43]=[CH:42][CH:41]=3)=[CH:37][C:27]=2[N:28]([C:30]([O:32][C:33]([CH3:36])([CH3:35])[CH3:34])=[O:31])[N:29]=1)=[O:7])([CH3:4])([CH3:3])[CH3:2].[F-].C([N+](CCCC)(CCCC)CCCC)CCC. Product: [C:1]([O:5][C:6]([N:8]1[C:16]2[C:11](=[CH:12][CH:13]=[C:14]([OH:17])[CH:15]=2)[CH:10]=[C:9]1[C:25]1[C:26]2[S:39][C:38]([C:40]3[CH:41]=[CH:42][CH:43]=[CH:44][CH:45]=3)=[CH:37][C:27]=2[N:28]([C:30]([O:32][C:33]([CH3:36])([CH3:35])[CH3:34])=[O:31])[N:29]=1)=[O:7])([CH3:2])([CH3:3])[CH3:4]. The catalyst class is: 7. (6) Reactant: [CH:1]1([C@@H:4]2[CH2:9][CH2:8][NH:7][CH2:6][C@H:5]2[NH:10][P:11](=[O:18])([O:15][CH2:16][CH3:17])[O:12][CH2:13][CH3:14])[CH2:3][CH2:2]1.[CH:19](=O)[C:20]1[CH:25]=[CH:24][CH:23]=[CH:22][CH:21]=1.C(O)(=O)C.[BH3-]C#N.[Na+]. Product: [CH2:19]([N:7]1[CH2:8][CH2:9][C@@H:4]([CH:1]2[CH2:2][CH2:3]2)[C@H:5]([NH:10][P:11](=[O:18])([O:12][CH2:13][CH3:14])[O:15][CH2:16][CH3:17])[CH2:6]1)[C:20]1[CH:25]=[CH:24][CH:23]=[CH:22][CH:21]=1. The catalyst class is: 5.